Task: Predict the reaction yield, written as a fraction of the theoretical maximum amount of product (1.0 means a 100% yield; for example, 0.34 means a 34% yield).. Dataset: Reaction yield outcomes from USPTO patents with 853,638 reactions (1) The reactants are Cl.[N:2]1[CH:7]=[CH:6][CH:5]=[CH:4][C:3]=1[C:8](Cl)=[O:9].CCN(CC)CC.[NH2:18][C:19]1[CH:24]=[CH:23][C:22]([N:25]2[CH2:30][CH2:29][N:28]([C:31]([O:33][C:34]([CH3:37])([CH3:36])[CH3:35])=[O:32])[CH2:27][CH2:26]2)=[C:21]([Cl:38])[CH:20]=1. The catalyst is C(Cl)Cl. The product is [Cl:38][C:21]1[CH:20]=[C:19]([NH:18][C:8](=[O:9])[C:3]2[CH:4]=[CH:5][CH:6]=[CH:7][N:2]=2)[CH:24]=[CH:23][C:22]=1[N:25]1[CH2:30][CH2:29][N:28]([C:31]([O:33][C:34]([CH3:37])([CH3:36])[CH3:35])=[O:32])[CH2:27][CH2:26]1. The yield is 1.00. (2) The reactants are [F:1][C:2]1[CH:21]=[C:20]([N+:22]([O-:24])=[O:23])[CH:19]=[CH:18][C:3]=1[O:4][C:5]1[C:14]2[C:9](=[CH:10][C:11]([OH:17])=[C:12]([O:15][CH3:16])[CH:13]=2)[N:8]=[CH:7][CH:6]=1.CC(N(C)C)=O.C(=O)([O-])[O-].[Cs+].[Cs+].[CH2:37]([O:44][C:45]([N:47]1[CH2:51][CH:50]2[CH2:52][CH:53]([CH2:55]OS(C)(=O)=O)[CH2:54][CH:49]2[CH2:48]1)=[O:46])[C:38]1[CH:43]=[CH:42][CH:41]=[CH:40][CH:39]=1. The catalyst is O. The product is [CH2:37]([O:44][C:45]([N:47]1[CH2:48][CH:49]2[CH2:54][CH:53]([CH2:55][O:17][C:11]3[CH:10]=[C:9]4[C:14]([C:5]([O:4][C:3]5[CH:18]=[CH:19][C:20]([N+:22]([O-:24])=[O:23])=[CH:21][C:2]=5[F:1])=[CH:6][CH:7]=[N:8]4)=[CH:13][C:12]=3[O:15][CH3:16])[CH2:52][CH:50]2[CH2:51]1)=[O:46])[C:38]1[CH:39]=[CH:40][CH:41]=[CH:42][CH:43]=1. The yield is 0.940.